From a dataset of Full USPTO retrosynthesis dataset with 1.9M reactions from patents (1976-2016). Predict the reactants needed to synthesize the given product. (1) Given the product [N:1]1[CH:6]=[CH:5][CH:4]=[CH:3][C:2]=1[O:7][CH2:9][C:10]([O:12][C:13]([CH3:16])([CH3:15])[CH3:14])=[O:11], predict the reactants needed to synthesize it. The reactants are: [N:1]1[CH:6]=[CH:5][CH:4]=[CH:3][C:2]=1[OH:7].Br[CH2:9][C:10]([O:12][C:13]([CH3:16])([CH3:15])[CH3:14])=[O:11].C(=O)([O-])[O-].[Cs+].[Cs+].O. (2) Given the product [Cl:1][C:2]1[C:11]2[C:6](=[CH:7][CH:8]=[C:9]([I:12])[CH:10]=2)[N:5]=[C:4]([O:13][CH3:14])[C:3]=1[CH2:15][C:39]1[CH:38]=[CH:43][CH:42]=[CH:41][C:40]=1[C:44]([F:47])([F:46])[F:45], predict the reactants needed to synthesize it. The reactants are: [Cl:1][C:2]1[C:11]2[C:6](=[CH:7][CH:8]=[C:9]([I:12])[CH:10]=2)[N:5]=[C:4]([O:13][CH3:14])[C:3]=1[CH2:15]C1C=CC=C(C(F)(F)F)C=1.ClC1C(C[C:38]2[CH:43]=[CH:42][CH:41]=[C:40]([C:44]([F:47])([F:46])[F:45])[CH:39]=2)=C(Cl)C2C(=CC=C(I)C=2)N=1.